From a dataset of Reaction yield outcomes from USPTO patents with 853,638 reactions. Predict the reaction yield, written as a fraction of the theoretical maximum amount of product (1.0 means a 100% yield; for example, 0.34 means a 34% yield). (1) The reactants are [CH3:1][C:2]1([CH3:29])[O:7][CH2:6][CH:5]([CH2:8][O:9][C:10]2[C:15]([CH3:16])=[CH:14][N:13]=[C:12]([CH2:17][S:18][C:19]3[NH:23][C:22]4[CH:24]=[CH:25][CH:26]=[CH:27][C:21]=4[N:20]=3)[C:11]=2[CH3:28])[CH2:4][O:3]1.C(N(CC)C(C)C)(C)C.[O-]O.C1(C(C)C)C=CC=CC=1.C(=O)([O-])[OH:51].[Na+].S([O-])([O-])(=O)=S.[Na+].[Na+]. The catalyst is C1(C)C=CC=CC=1.[O-]CCCC.[O-]CCCC.[O-]CCCC.[O-]CCCC.[Hf+4]. The product is [CH3:1][C:2]1([CH3:29])[O:3][CH2:4][CH:5]([CH2:8][O:9][C:10]2[C:15]([CH3:16])=[CH:14][N:13]=[C:12]([CH2:17][S:18]([C:19]3[NH:20][C:21]4[CH:27]=[CH:26][CH:25]=[CH:24][C:22]=4[N:23]=3)=[O:51])[C:11]=2[CH3:28])[CH2:6][O:7]1. The yield is 0.400. (2) The product is [Br:14][C:15]1[CH:16]=[CH:17][C:18]([F:36])=[C:19]([C@:21]([NH:22][C:28]([O:30][C:31]([CH3:34])([CH3:33])[CH3:32])=[O:29])([CH3:25])[CH2:35][N:6]2[CH:7]=[C:3]([CH:2]([F:1])[F:13])[N:4]=[C:5]2[C:8]([O:10][CH2:11][CH3:12])=[O:9])[CH:20]=1. The reactants are [F:1][CH:2]([F:13])[C:3]1[N:4]=[C:5]([C:8]([O:10][CH2:11][CH3:12])=[O:9])[NH:6][CH:7]=1.[Br:14][C:15]1[CH:16]=[CH:17][C:18]([F:36])=[C:19]([C@:21]2([CH3:35])[CH2:25]OS(=O)(=O)[N:22]2[C:28]([O:30][C:31]([CH3:34])([CH3:33])[CH3:32])=[O:29])[CH:20]=1.C([O-])([O-])=O.[K+].[K+]. The catalyst is CN(C=O)C. The yield is 0.510. (3) The reactants are [CH3:1][C:2]1[NH:3][C:4](=[O:26])[C:5]([CH2:11][C:12]2[CH:17]=[CH:16][C:15]([C:18]3[C:19]([C:24]#[N:25])=[CH:20][CH:21]=[CH:22][CH:23]=3)=[CH:14][CH:13]=2)=[C:6]([CH2:8][CH2:9][CH3:10])[N:7]=1.[H-].[Na+].Br[CH2:30][C:31]1[CH:36]=[CH:35][C:34]([S:37]([CH3:40])(=[O:39])=[O:38])=[CH:33][CH:32]=1.[Cl-].O[NH3+:43].[C:44](=[O:47])([O-])[OH:45].[Na+]. The catalyst is C(OCC)(=O)C.CS(C)=O.CN(C)C=O. The product is [CH3:1][C:2]1[N:3]([CH2:30][C:31]2[CH:36]=[CH:35][C:34]([S:37]([CH3:40])(=[O:39])=[O:38])=[CH:33][CH:32]=2)[C:4](=[O:26])[C:5]([CH2:11][C:12]2[CH:17]=[CH:16][C:15]([C:18]3[CH:23]=[CH:22][CH:21]=[CH:20][C:19]=3[C:24]3[NH:43][C:44](=[O:47])[O:45][N:25]=3)=[CH:14][CH:13]=2)=[C:6]([CH2:8][CH2:9][CH3:10])[N:7]=1. The yield is 0.110. (4) The reactants are [Cl:1][C:2]1[CH:7]=[CH:6][C:5]([C:8]2[C:12]([CH2:13][CH2:14][C:15]([OH:17])=[O:16])=[CH:11][O:10][N:9]=2)=[CH:4][CH:3]=1.S(=O)(=O)(O)O.[CH3:23]O. No catalyst specified. The product is [Cl:1][C:2]1[CH:3]=[CH:4][C:5]([C:8]2[C:12]([CH2:13][CH2:14][C:15]([O:17][CH3:23])=[O:16])=[CH:11][O:10][N:9]=2)=[CH:6][CH:7]=1. The yield is 0.920. (5) The reactants are Br[C:2]1[CH:3]=[C:4]([CH2:9][NH:10][C:11]([C:13]2[CH:18]=[C:17]([CH3:19])[CH:16]=[C:15]([C:20]([NH:22][CH2:23][C:24]3[C:25]([NH:37][CH:38]4[CH2:43][CH2:42][O:41][CH2:40][CH2:39]4)=[C:26]4[CH:34]=[N:33][N:32]([CH2:35][CH3:36])[C:27]4=[N:28][C:29]=3[CH2:30][CH3:31])=[O:21])[CH:14]=2)=[O:12])[CH:5]=[CH:6][C:7]=1[CH3:8].[CH:44]([C:46]1[CH:47]=[C:48](B(O)O)[CH:49]=[CH:50][CH:51]=1)=[O:45].C(=O)([O-])[O-].[K+].[K+]. The catalyst is O1CCOCC1.O.C(Cl)Cl.C1C=CC([P]([Pd]([P](C2C=CC=CC=2)(C2C=CC=CC=2)C2C=CC=CC=2)([P](C2C=CC=CC=2)(C2C=CC=CC=2)C2C=CC=CC=2)[P](C2C=CC=CC=2)(C2C=CC=CC=2)C2C=CC=CC=2)(C2C=CC=CC=2)C2C=CC=CC=2)=CC=1. The product is [CH2:35]([N:32]1[C:27]2=[N:28][C:29]([CH2:30][CH3:31])=[C:24]([CH2:23][NH:22][C:20]([C:15]3[CH:16]=[C:17]([CH3:19])[CH:18]=[C:13]([C:11]([NH:10][CH2:9][C:4]4[CH:3]=[C:2]([C:50]5[CH:49]=[CH:48][CH:47]=[C:46]([CH:44]=[O:45])[CH:51]=5)[C:7]([CH3:8])=[CH:6][CH:5]=4)=[O:12])[CH:14]=3)=[O:21])[C:25]([NH:37][CH:38]3[CH2:43][CH2:42][O:41][CH2:40][CH2:39]3)=[C:26]2[CH:34]=[N:33]1)[CH3:36]. The yield is 0.608. (6) The reactants are [CH2:1]([O:3][C:4]1[CH:5]=[C:6]([C:27](O)=[O:28])[C:7]2[NH:11][C:10]([NH:12][C:13]([C:15]3[N:16]=[CH:17][C:18]4[C:23]([CH:24]=3)=[CH:22][CH:21]=[CH:20][CH:19]=4)=[O:14])=[N:9][C:8]=2[C:25]=1[F:26])[CH3:2].CN(C(ON1N=NC2C=CC=CC1=2)=[N+](C)C)C.F[P-](F)(F)(F)(F)F.CCN(C(C)C)C(C)C.Cl.[CH3:64][S:65]([C:68]1[CH:75]=[CH:74][C:71]([CH2:72][NH2:73])=[CH:70][CH:69]=1)(=[O:67])=[O:66]. The catalyst is CN(C=O)C.[Cl-].[Na+].O. The product is [CH2:1]([O:3][C:4]1[CH:5]=[C:6]([C:27](=[O:28])[NH:73][CH2:72][C:71]2[CH:70]=[CH:69][C:68]([S:65]([CH3:64])(=[O:67])=[O:66])=[CH:75][CH:74]=2)[C:7]2[NH:11][C:10]([NH:12][C:13]([C:15]3[N:16]=[CH:17][C:18]4[C:23]([CH:24]=3)=[CH:22][CH:21]=[CH:20][CH:19]=4)=[O:14])=[N:9][C:8]=2[C:25]=1[F:26])[CH3:2]. The yield is 0.450. (7) The reactants are [CH3:1][N:2]1[C:6]2[CH2:7][NH:8][CH2:9][CH2:10][C:5]=2[CH:4]=[N:3]1.Br[C:12]1[CH:13]=[C:14]([CH:30]=[CH:31][CH:32]=1)[O:15][CH2:16][CH:17]([OH:29])[CH2:18][N:19]1[CH2:28][CH2:27][C:26]2[C:21](=[CH:22][CH:23]=[CH:24][CH:25]=2)[CH2:20]1.C([O-])([O-])=O.[Cs+].[Cs+].CC(OC1C=CC=C(OC(C)C)C=1C1C(P(C2CCCCC2)C2CCCCC2)=CC=CC=1)C. The catalyst is O1CCOCC1.O. The product is [CH2:20]1[C:21]2[C:26](=[CH:25][CH:24]=[CH:23][CH:22]=2)[CH2:27][CH2:28][N:19]1[CH2:18][CH:17]([OH:29])[CH2:16][O:15][C:14]1[CH:30]=[CH:31][CH:32]=[C:12]([N:8]2[CH2:9][CH2:10][C:5]3[CH:4]=[N:3][N:2]([CH3:1])[C:6]=3[CH2:7]2)[CH:13]=1. The yield is 0.186.